This data is from Reaction yield outcomes from USPTO patents with 853,638 reactions. The task is: Predict the reaction yield, written as a fraction of the theoretical maximum amount of product (1.0 means a 100% yield; for example, 0.34 means a 34% yield). (1) The reactants are [Br:1]Br.[CH2:3]([O:10][C:11]1[CH:12]=[C:13]([C:25](=[O:27])[CH3:26])[CH:14]=[C:15]([O:17][CH2:18][C:19]2[CH:24]=[CH:23][CH:22]=[CH:21][CH:20]=2)[CH:16]=1)[C:4]1[CH:9]=[CH:8][CH:7]=[CH:6][CH:5]=1.O. The catalyst is C(Cl)(Cl)Cl. The product is [CH2:18]([O:17][C:15]1[CH:14]=[C:13]([C:25](=[O:27])[CH2:26][Br:1])[CH:12]=[C:11]([O:10][CH2:3][C:4]2[CH:5]=[CH:6][CH:7]=[CH:8][CH:9]=2)[CH:16]=1)[C:19]1[CH:20]=[CH:21][CH:22]=[CH:23][CH:24]=1. The yield is 0.220. (2) The reactants are [NH2:1][C:2]1[C:3]([NH:25]C(=O)C)=[C:4]2[C:8](=[CH:9][CH:10]=1)[C:7](=[O:11])[C:6]([OH:23])([C:12]1[CH:17]=[CH:16][C:15]([CH:18]([CH3:20])[CH3:19])=[CH:14][C:13]=1[O:21][CH3:22])[C:5]2=[O:24]. The catalyst is Cl.CO.C(Cl)Cl. The product is [NH2:25][C:3]1[C:2]([NH2:1])=[CH:10][CH:9]=[C:8]2[C:4]=1[C:5](=[O:24])[C:6]([OH:23])([C:12]1[CH:17]=[CH:16][C:15]([CH:18]([CH3:20])[CH3:19])=[CH:14][C:13]=1[O:21][CH3:22])[C:7]2=[O:11]. The yield is 0.440.